The task is: Predict the reactants needed to synthesize the given product.. This data is from Full USPTO retrosynthesis dataset with 1.9M reactions from patents (1976-2016). (1) The reactants are: FC(F)(F)C(O)=O.[NH:8]1[CH2:12][CH2:11][C@H:10]([CH2:13][NH:14][C:15]([C:17]2[S:18][C:19]([Cl:22])=[CH:20][CH:21]=2)=[O:16])[CH2:9]1.[N+](C1C=CC([O:32][C:33](=O)[NH:34][C:35]2[CH:40]=[CH:39][C:38]([N:41]3[CH:46]=[CH:45][N:44]=[CH:43][C:42]3=[O:47])=[CH:37][C:36]=2[F:48])=CC=1)([O-])=O. Given the product [F:48][C:36]1[CH:37]=[C:38]([N:41]2[CH:46]=[CH:45][N:44]=[CH:43][C:42]2=[O:47])[CH:39]=[CH:40][C:35]=1[NH:34][C:33]([N:8]1[CH2:12][CH2:11][C@H:10]([CH2:13][NH:14][C:15]([C:17]2[S:18][C:19]([Cl:22])=[CH:20][CH:21]=2)=[O:16])[CH2:9]1)=[O:32], predict the reactants needed to synthesize it. (2) Given the product [ClH:24].[CH2:1]([O:3][C:4](=[O:17])[CH2:5][C:6]1[C:15]2[C:10](=[CH:11][CH:12]=[CH:13][CH:14]=2)[CH:9]=[C:8]([NH:16][NH2:18])[CH:7]=1)[CH3:2], predict the reactants needed to synthesize it. The reactants are: [CH2:1]([O:3][C:4](=[O:17])[CH2:5][C:6]1[C:15]2[C:10](=[CH:11][CH:12]=[CH:13][CH:14]=2)[CH:9]=[C:8]([NH2:16])[CH:7]=1)[CH3:2].[N:18]([O-])=O.[Na+].O.O.[Cl:24][Sn]Cl. (3) Given the product [O:11]=[C:10]1[C:4]2[CH:3]=[C:2]([NH:1][C:21](=[O:22])[O:23][CH2:24][C:25]3[CH:30]=[CH:29][CH:28]=[CH:27][CH:26]=3)[CH:13]=[CH:12][C:5]=2[CH2:6][CH2:7][CH2:8][CH2:9]1, predict the reactants needed to synthesize it. The reactants are: [NH2:1][C:2]1[CH:13]=[CH:12][C:5]2[CH2:6][CH2:7][CH2:8][CH2:9][C:10](=[O:11])[C:4]=2[CH:3]=1.C([O-])([O-])=O.[K+].[K+].Cl[C:21]([O:23][CH2:24][C:25]1[CH:30]=[CH:29][CH:28]=[CH:27][CH:26]=1)=[O:22].